This data is from Forward reaction prediction with 1.9M reactions from USPTO patents (1976-2016). The task is: Predict the product of the given reaction. (1) Given the reactants [NH2:1][C:2]1[N:3]=[C:4]([CH3:22])[C:5]2[CH:11]=[C:10](Br)[C:9](=[O:13])[N:8]([C@H:14]3[CH2:19][CH2:18][C@H:17]([O:20][CH3:21])[CH2:16][CH2:15]3)[C:6]=2[N:7]=1.[CH3:23][O:24][C:25]1[CH:30]=[CH:29][C:28](B(O)O)=[CH:27][N:26]=1.C(=O)([O-])[O-].[Cs+].[Cs+].C(Cl)Cl, predict the reaction product. The product is: [NH2:1][C:2]1[N:3]=[C:4]([CH3:22])[C:5]2[CH:11]=[C:10]([C:28]3[CH:27]=[N:26][C:25]([O:24][CH3:23])=[CH:30][CH:29]=3)[C:9](=[O:13])[N:8]([C@H:14]3[CH2:19][CH2:18][C@H:17]([O:20][CH3:21])[CH2:16][CH2:15]3)[C:6]=2[N:7]=1. (2) Given the reactants N([O-])=O.[Na+].[NH2:5][C:6]1[CH:11]=[CH:10][C:9]([C:12]2[C:16]([CH3:18])([CH3:17])[O:15][C:14](=[C:19]([C:22]#[N:23])[C:20]#[N:21])[C:13]=2[C:24]#[N:25])=[CH:8][CH:7]=1.[N-:26]=[N+:27]=[N-].[Na+], predict the reaction product. The product is: [N:5]([C:6]1[CH:7]=[CH:8][C:9]([C:12]2[C:16]([CH3:17])([CH3:18])[O:15][C:14](=[C:19]([C:22]#[N:23])[C:20]#[N:21])[C:13]=2[C:24]#[N:25])=[CH:10][CH:11]=1)=[N+:26]=[N-:27].